The task is: Predict the reactants needed to synthesize the given product.. This data is from Full USPTO retrosynthesis dataset with 1.9M reactions from patents (1976-2016). (1) Given the product [OH:18][CH2:19][C:20]1[CH:21]=[C:22]([N:26]2[CH2:31][CH2:30][N:29]([C:13]([C:4]3[NH:3][C:2]([OH:1])=[N:6][C:5]=3[C:7]3[CH:8]=[CH:9][CH:10]=[CH:11][CH:12]=3)=[O:15])[CH2:28][CH2:27]2)[CH:23]=[CH:24][CH:25]=1, predict the reactants needed to synthesize it. The reactants are: [OH:1][C:2]1[NH:3][C:4]([C:13]([OH:15])=O)=[C:5]([C:7]2[CH:12]=[CH:11][CH:10]=[CH:9][CH:8]=2)[N:6]=1.Cl.Cl.[OH:18][CH2:19][C:20]1[CH:21]=[C:22]([N:26]2[CH2:31][CH2:30][NH:29][CH2:28][CH2:27]2)[CH:23]=[CH:24][CH:25]=1.Cl.CN(C)CCCN=C=NCC.O.ON1C2C=CC=CC=2N=N1. (2) Given the product [CH3:1][S:2]([C:5]1[CH:6]=[CH:7][C:8]([C:11]2[CH:12]=[N:13][C:14]([O:17][CH2:18][CH:19]3[CH2:20][CH2:21][N:22]([C:25]([O:27][CH2:43][C:44]4[CH:49]=[CH:48][CH:47]=[CH:46][CH:45]=4)=[O:26])[CH2:23][CH2:24]3)=[N:15][CH:16]=2)=[CH:9][CH:10]=1)(=[O:3])=[O:4], predict the reactants needed to synthesize it. The reactants are: [CH3:1][S:2]([C:5]1[CH:10]=[CH:9][C:8]([C:11]2[CH:12]=[N:13][C:14]([O:17][CH2:18][CH:19]3[CH2:24][CH2:23][N:22]([C:25]([O:27]C(C)(C)C)=[O:26])[CH2:21][CH2:20]3)=[N:15][CH:16]=2)=[CH:7][CH:6]=1)(=[O:4])=[O:3].C(O)(C(F)(F)F)=O.ClC(O[CH2:43][C:44]1[CH:49]=[CH:48][CH:47]=[CH:46][CH:45]=1)=O.C(N(CC)CC)C. (3) Given the product [CH:21]([O:20][C:17]1[CH:18]=[CH:19][C:14]([C:12]2[S:13][C:8]3[CH:7]=[C:6]([C:4]([OH:3])=[O:5])[N:10]([C:25]4[CH:30]=[CH:29][C:28]([CH3:31])=[C:27]([N+:32]([O-:34])=[O:33])[CH:26]=4)[C:9]=3[CH:11]=2)=[CH:15][CH:16]=1)([CH3:22])[CH3:23], predict the reactants needed to synthesize it. The reactants are: C([O:3][C:4]([C:6]1[NH:10][C:9]2[CH:11]=[C:12]([C:14]3[CH:19]=[CH:18][C:17]([O:20][CH:21]([CH3:23])[CH3:22])=[CH:16][CH:15]=3)[S:13][C:8]=2[CH:7]=1)=[O:5])C.Br[C:25]1[CH:30]=[CH:29][C:28]([CH3:31])=[C:27]([N+:32]([O-:34])=[O:33])[CH:26]=1.